From a dataset of Forward reaction prediction with 1.9M reactions from USPTO patents (1976-2016). Predict the product of the given reaction. Given the reactants [OH:1][C:2]1[CH:11]=[C:10]([O:12][CH3:13])[CH:9]=[CH:8][C:3]=1[C:4]([O:6][CH3:7])=[O:5].Cl[CH:15](Cl)[O:16]C, predict the reaction product. The product is: [OH:1][C:2]1[C:11]([CH:15]=[O:16])=[C:10]([O:12][CH3:13])[CH:9]=[CH:8][C:3]=1[C:4]([O:6][CH3:7])=[O:5].